From a dataset of Forward reaction prediction with 1.9M reactions from USPTO patents (1976-2016). Predict the product of the given reaction. (1) Given the reactants [CH2:1]([C:3]1[CH:4]=[C:5]([CH2:11][CH:12]([NH:17][C:18]([N:20]2[CH2:25][CH2:24][CH:23]([N:26]3[CH2:32][CH2:31][C:30]4[CH:33]=[CH:34][CH:35]=[CH:36][C:29]=4[NH:28][C:27]3=[O:37])[CH2:22][CH2:21]2)=[O:19])[C:13]([O:15]C)=[O:14])[CH:6]=[CH:7][C:8]=1[CH2:9][CH3:10])[CH3:2].O.[OH-].[Li+], predict the reaction product. The product is: [CH2:1]([C:3]1[CH:4]=[C:5]([CH2:11][CH:12]([NH:17][C:18]([N:20]2[CH2:21][CH2:22][CH:23]([N:26]3[CH2:32][CH2:31][C:30]4[CH:33]=[CH:34][CH:35]=[CH:36][C:29]=4[NH:28][C:27]3=[O:37])[CH2:24][CH2:25]2)=[O:19])[C:13]([OH:15])=[O:14])[CH:6]=[CH:7][C:8]=1[CH2:9][CH3:10])[CH3:2]. (2) The product is: [Cl:55][C:43]1[CH:42]=[CH:41][C:40]([NH:39][C:25]([C:24]2[N:20]([CH3:19])[N:21]=[C:22]([C:32]([F:37])([F:38])[C:33]([F:35])([F:36])[F:34])[C:23]=2[C:28]([F:30])([F:31])[F:29])=[O:26])=[CH:54][C:44]=1[CH2:45][NH:46][C:47](=[O:53])[O:48][C:49]([CH3:50])([CH3:51])[CH3:52]. Given the reactants [Cl-].COC1N=C(OC)N=C([N+]2(C)CCOCC2)N=1.[CH3:19][N:20]1[C:24]([C:25](O)=[O:26])=[C:23]([C:28]([F:31])([F:30])[F:29])[C:22]([C:32]([F:38])([F:37])[C:33]([F:36])([F:35])[F:34])=[N:21]1.[NH2:39][C:40]1[CH:41]=[CH:42][C:43]([Cl:55])=[C:44]([CH:54]=1)[CH2:45][NH:46][C:47](=[O:53])[O:48][C:49]([CH3:52])([CH3:51])[CH3:50].O, predict the reaction product. (3) Given the reactants ClC(OCC(C)C)=O.[CH3:9][C:10]([CH3:30])([N:14]1[CH2:19][CH2:18][N:17]([C:20]([O:22][CH2:23][C:24]2[CH:29]=[CH:28][CH:27]=[CH:26][CH:25]=2)=[O:21])[CH2:16][CH2:15]1)[C:11](O)=[O:12].C(N(CC)CC)C, predict the reaction product. The product is: [OH:12][CH2:11][C:10]([N:14]1[CH2:19][CH2:18][N:17]([C:20]([O:22][CH2:23][C:24]2[CH:25]=[CH:26][CH:27]=[CH:28][CH:29]=2)=[O:21])[CH2:16][CH2:15]1)([CH3:30])[CH3:9]. (4) The product is: [CH:1]1([N:6]2[C:10]3[N:11]=[C:12]([NH:15][C:16]4[CH:21]=[CH:20][C:19]([N:22]5[C:29](=[O:30])[CH2:28][C@@H:27]6[N:31]([S:38]([CH3:37])(=[O:40])=[O:39])[C@@H:24]([CH2:25][CH2:26]6)[CH2:23]5)=[CH:18][N:17]=4)[N:13]=[CH:14][C:9]=3[CH:8]=[C:7]2[C:32]([N:34]([CH3:36])[CH3:35])=[O:33])[CH2:2][CH2:3][CH2:4][CH2:5]1. Given the reactants [CH:1]1([N:6]2[C:10]3[N:11]=[C:12]([NH:15][C:16]4[CH:21]=[CH:20][C:19]([N:22]5[C:29](=[O:30])[CH2:28][C@@H:27]6[NH:31][C@@H:24]([CH2:25][CH2:26]6)[CH2:23]5)=[CH:18][N:17]=4)[N:13]=[CH:14][C:9]=3[CH:8]=[C:7]2[C:32]([N:34]([CH3:36])[CH3:35])=[O:33])[CH2:5][CH2:4][CH2:3][CH2:2]1.[CH3:37][S:38](Cl)(=[O:40])=[O:39].C(N(C(C)C)CC)(C)C.C(Cl)Cl, predict the reaction product. (5) Given the reactants [C:1]([O:6][CH2:7][CH3:8])(=[O:5])[C:2]([O-:4])=O.[O-:9][CH2:10][CH3:11].[Na+].[Br:13]CCCC(Cl)=O.Cl.[CH2:21]1C[O:24][CH2:23][CH2:22]1, predict the reaction product. The product is: [Br:13][CH2:21][CH2:22][C:23](=[O:24])[CH2:11][C:10](=[O:9])[C:2](=[O:4])[C:1]([O:6][CH2:7][CH3:8])=[O:5]. (6) Given the reactants FC(F)(F)S(O[C:7]1[CH2:12][O:11][CH2:10][CH2:9][C:8]=1[C:13]([O:15][CH2:16][CH3:17])=[O:14])(=O)=O.[C:20]1(B(O)O)[CH:25]=[CH:24][CH:23]=[CH:22][CH:21]=1.C([O-])([O-])=O.[Na+].[Na+], predict the reaction product. The product is: [C:20]1([C:7]2[CH2:12][O:11][CH2:10][CH2:9][C:8]=2[C:13]([O:15][CH2:16][CH3:17])=[O:14])[CH:25]=[CH:24][CH:23]=[CH:22][CH:21]=1. (7) Given the reactants [CH2:1]([C:5]1[N:10]=[N:9][C:8]([O:11][C@H:12]2[CH2:17][CH2:16][C@H:15]([NH:18][CH:19]=O)[CH2:14][CH2:13]2)=[CH:7][C:6]=1[C:21]1[CH:26]=[CH:25][C:24]([O:27][CH:28]2[CH2:33][CH2:32][CH2:31][CH2:30][CH2:29]2)=[CH:23][CH:22]=1)[CH2:2][CH2:3][CH3:4], predict the reaction product. The product is: [CH2:1]([C:5]1[N:10]=[N:9][C:8]([O:11][C@H:12]2[CH2:13][CH2:14][C@H:15]([NH:18][CH3:19])[CH2:16][CH2:17]2)=[CH:7][C:6]=1[C:21]1[CH:22]=[CH:23][C:24]([O:27][CH:28]2[CH2:33][CH2:32][CH2:31][CH2:30][CH2:29]2)=[CH:25][CH:26]=1)[CH2:2][CH2:3][CH3:4]. (8) Given the reactants [F:1][C:2]1[CH:3]=[CH:4][C:5]([C:8]([OH:10])=[O:9])=[N:6][CH:7]=1.[CH2:11](O)[CH3:12].Cl, predict the reaction product. The product is: [CH2:11]([O:9][C:8]([C:5]1[CH:4]=[CH:3][C:2]([F:1])=[CH:7][N:6]=1)=[O:10])[CH3:12]. (9) Given the reactants [CH2:1]1[CH:8]2[N:4]([C:5](=[O:9])[CH2:6][CH2:7]2)[C:3](=[O:10])[CH2:2]1.[F:11][C:12]1[CH:13]=[C:14]([CH:18]=[CH:19][CH:20]=1)[CH2:15][Mg]Cl, predict the reaction product. The product is: [F:11][C:12]1[CH:13]=[C:14]([CH2:15][C:5](=[O:9])[CH2:6][CH2:7][CH:8]2[NH:4][C:3](=[O:10])[CH2:2][CH2:1]2)[CH:18]=[CH:19][CH:20]=1. (10) Given the reactants [CH:1]([C:3]1[CH:12]=[CH:11][C:6]([C:7]([O:9][CH3:10])=[O:8])=[CH:5][C:4]=1[N+:13]([O-:15])=[O:14])=[O:2].[CH2:16](O)[CH2:17][OH:18], predict the reaction product. The product is: [O:2]1[CH2:16][CH2:17][O:18][CH:1]1[C:3]1[CH:12]=[CH:11][C:6]([C:7]([O:9][CH3:10])=[O:8])=[CH:5][C:4]=1[N+:13]([O-:15])=[O:14].